This data is from Reaction yield outcomes from USPTO patents with 853,638 reactions. The task is: Predict the reaction yield, written as a fraction of the theoretical maximum amount of product (1.0 means a 100% yield; for example, 0.34 means a 34% yield). (1) The reactants are [CH3:1][N:2]([CH3:49])[CH2:3][C:4]([N:6]1[C:14]2[C:9](=[CH:10][C:11]([O:46][CH3:47])=[C:12]([NH:15][C:16]3[N:17]=[C:18]([NH:35][C:36]4[CH:44]=[CH:43][CH:42]=[C:41]([F:45])[C:37]=4[C:38]([NH2:40])=[O:39])[C:19]4[CH:24]=[CH:23][N:22](S(C5C=CC(C)=CC=5)(=O)=O)[C:20]=4[N:21]=3)[CH:13]=2)[CH2:8][C@@H:7]1[CH3:48])=[O:5].[OH-].[Na+].[Na+].[Cl-]. The catalyst is O1CCOCC1.CCOC(C)=O. The product is [CH3:1][N:2]([CH3:49])[CH2:3][C:4]([N:6]1[C:14]2[C:9](=[CH:10][C:11]([O:46][CH3:47])=[C:12]([NH:15][C:16]3[NH:21][C:20]4=[N:22][CH:23]=[CH:24][C:19]4=[C:18]([NH:35][C:36]4[CH:44]=[CH:43][CH:42]=[C:41]([F:45])[C:37]=4[C:38]([NH2:40])=[O:39])[N:17]=3)[CH:13]=2)[CH2:8][C@@H:7]1[CH3:48])=[O:5]. The yield is 0.630. (2) The reactants are C[O:2][C:3]([C:5]1[CH:6]=[C:7]2[C:12](=[CH:13][CH:14]=1)[CH2:11][N:10]([C:15]([O:17][C:18]([CH3:21])([CH3:20])[CH3:19])=[O:16])[CH2:9][CH2:8]2)=[O:4].[OH-].[K+:23]. The catalyst is CC(O)C. The product is [C:18]([O:17][C:15]([N:10]1[CH2:9][CH2:8][C:7]2[C:12](=[CH:13][CH:14]=[C:5]([C:3]([O-:4])=[O:2])[CH:6]=2)[CH2:11]1)=[O:16])([CH3:21])([CH3:19])[CH3:20].[K+:23]. The yield is 1.00. (3) The reactants are C(OC1N=NC(C#CC2C=CC(C(F)(F)F)=CN=2)=CC=1OCC1C=CC=CC=1)C1C=CC=CC=1.[CH2:35]([O:42][C:43]1[N:44]=[N:45][C:46]([C:57]#[CH:58])=[CH:47][C:48]=1[O:49][CH2:50][C:51]1[CH:56]=[CH:55][CH:54]=[CH:53][CH:52]=1)[C:36]1[CH:41]=[CH:40][CH:39]=[CH:38][CH:37]=1.[Cl:59][C:60]1[CH:65]=[CH:64][CH:63]=[CH:62][C:61]=1I. No catalyst specified. The product is [CH2:35]([O:42][C:43]1[N:44]=[N:45][C:46]([C:57]#[C:58][C:61]2[CH:62]=[CH:63][CH:64]=[CH:65][C:60]=2[Cl:59])=[CH:47][C:48]=1[O:49][CH2:50][C:51]1[CH:56]=[CH:55][CH:54]=[CH:53][CH:52]=1)[C:36]1[CH:37]=[CH:38][CH:39]=[CH:40][CH:41]=1. The yield is 0.590. (4) The reactants are [Br:1][C:2]1[CH:3]=[C:4]2[C:8](=[CH:9][CH:10]=1)[NH:7][N:6]=[C:5]2[CH:11]1[CH2:14][CH2:13][CH2:12]1.[H-].[Na+].Br[CH:18]([CH3:20])[CH3:19]. No catalyst specified. The product is [Br:1][C:2]1[CH:3]=[C:4]2[C:8](=[CH:9][CH:10]=1)[N:7]([CH:18]([CH3:20])[CH3:19])[N:6]=[C:5]2[CH:11]1[CH2:14][CH2:13][CH2:12]1. The yield is 0.700.